Dataset: Full USPTO retrosynthesis dataset with 1.9M reactions from patents (1976-2016). Task: Predict the reactants needed to synthesize the given product. (1) Given the product [CH2:9]([P:11]([CH2:18][CH2:19][CH2:20][OH:21])(=[O:17])[O:12][CH2:13][CH2:14][CH2:15][CH3:16])[CH3:10], predict the reactants needed to synthesize it. The reactants are: NCCCCCCN.[CH2:9]([P:11]([CH2:18][CH2:19][CH:20]=[O:21])(=[O:17])[O:12][CH2:13][CH2:14][CH2:15][CH3:16])[CH3:10].[H][H]. (2) Given the product [Cl:1][C:2]1[CH:3]=[CH:4][C:5]2[O:9][C:8]([C:10]([NH:34][CH2:33][C:29]3[CH:28]=[C:27]([CH:32]=[CH:31][CH:30]=3)[O:26][C:23]3[CH:24]=[CH:25][C:20]([CH2:19][CH2:18][C:17]([OH:36])=[O:16])=[C:21]([CH3:35])[CH:22]=3)=[O:12])=[C:7]([CH3:13])[C:6]=2[CH:14]=1, predict the reactants needed to synthesize it. The reactants are: [Cl:1][C:2]1[CH:3]=[CH:4][C:5]2[O:9][C:8]([C:10]([OH:12])=O)=[C:7]([CH3:13])[C:6]=2[CH:14]=1.C[O:16][C:17](=[O:36])[CH2:18][CH2:19][C:20]1[CH:25]=[CH:24][C:23]([O:26][C:27]2[CH:32]=[CH:31][CH:30]=[C:29]([CH2:33][NH2:34])[CH:28]=2)=[CH:22][C:21]=1[CH3:35]. (3) The reactants are: [C:1]1([C@@H:7]([NH2:11])[CH2:8][CH2:9][CH3:10])[CH:6]=[CH:5][CH:4]=[CH:3][CH:2]=1.[CH:12]1[N:17]=[C:16](Cl)[C:15]2[N:19]=[CH:20][N:21]([C@@H:22]3[O:26][C@H:25]([CH2:27][OH:28])[C@@H:24]([OH:29])[C@H:23]3[OH:30])[C:14]=2[N:13]=1. Given the product [C:1]1([C@@H:7]([NH:11][C:16]2[C:15]3[N:19]=[CH:20][N:21]([C:14]=3[N:13]=[CH:12][N:17]=2)[C@@H:22]2[O:26][C@H:25]([CH2:27][OH:28])[C@@H:24]([OH:29])[C@H:23]2[OH:30])[CH2:8][CH2:9][CH3:10])[CH:6]=[CH:5][CH:4]=[CH:3][CH:2]=1, predict the reactants needed to synthesize it. (4) Given the product [OH:27][CH:24]1[CH2:25][CH2:4][CH2:3][C:2]([CH3:11])([C:1]([O:9][CH3:10])=[O:8])[CH2:7][CH:6]=[CH:26]1, predict the reactants needed to synthesize it. The reactants are: [C:1]([O:9][CH3:10])(=[O:8])[C:2]1[CH:7]=[CH:6]C=[CH:4][CH:3]=1.[CH3:11]CCCCCC.CCOCC.C[C:24]([O:27]C)([CH3:26])[CH3:25].N. (5) The reactants are: [CH3:1][NH2:2].C1COCC1.F[C:9]1[CH:17]=[CH:16][C:12]([C:13]([OH:15])=[O:14])=[CH:11][C:10]=1[N+:18]([O-:20])=[O:19]. Given the product [CH3:1][NH:2][C:9]1[CH:17]=[CH:16][C:12]([C:13]([OH:15])=[O:14])=[CH:11][C:10]=1[N+:18]([O-:20])=[O:19], predict the reactants needed to synthesize it.